From a dataset of Reaction yield outcomes from USPTO patents with 853,638 reactions. Predict the reaction yield, written as a fraction of the theoretical maximum amount of product (1.0 means a 100% yield; for example, 0.34 means a 34% yield). (1) The reactants are [N:1]1[CH:6]=[CH:5][CH:4]=[C:3]([S:7]([N:10]2[CH2:15][CH2:14][CH:13]([CH2:16][N:17]3[C:25]4[C:20](=[CH:21][C:22]([C:26]5[CH:27]=[N:28][N:29](C6CCCCO6)[CH:30]=5)=[CH:23][CH:24]=4)[CH:19]=[CH:18]3)[CH2:12][CH2:11]2)(=[O:9])=[O:8])[CH:2]=1.O.C1(C)C=CC(S(O)(=O)=O)=CC=1. The catalyst is CO.ClCCl. The product is [NH:28]1[CH:27]=[C:26]([C:22]2[CH:21]=[C:20]3[C:25](=[CH:24][CH:23]=2)[N:17]([CH2:16][CH:13]2[CH2:12][CH2:11][N:10]([S:7]([C:3]4[CH:2]=[N:1][CH:6]=[CH:5][CH:4]=4)(=[O:9])=[O:8])[CH2:15][CH2:14]2)[CH:18]=[CH:19]3)[CH:30]=[N:29]1. The yield is 0.830. (2) The reactants are C([O-])([O-])=O.[K+].[K+].[SH:7][C:8]1[N:22]=[CH:21][CH:20]=[CH:19][C:9]=1[C:10]([NH:12][CH2:13][C:14]1[S:15][CH:16]=[CH:17][CH:18]=1)=[O:11].Cl[CH2:24][CH2:25][C:26]([C:28]1[CH:33]=[CH:32][CH:31]=[CH:30][CH:29]=1)=[O:27]. The catalyst is CN(C=O)C. The product is [O:27]=[C:26]([C:28]1[CH:33]=[CH:32][CH:31]=[CH:30][CH:29]=1)[CH2:25][CH2:24][S:7][C:8]1[C:9]([C:10]([NH:12][CH2:13][C:14]2[S:15][CH:16]=[CH:17][CH:18]=2)=[O:11])=[CH:19][CH:20]=[CH:21][N:22]=1. The yield is 0.130.